Task: Predict the product of the given reaction.. Dataset: Forward reaction prediction with 1.9M reactions from USPTO patents (1976-2016) Given the reactants [N+:1]([O:4][CH2:5][CH2:6][CH2:7][CH2:8][O:9][C:10](=[O:23])[C@@H:11]1[CH2:15][CH2:14][CH2:13][N:12]1C(OC(C)(C)C)=O)([O-:3])=[O:2].C(Cl)[Cl:25], predict the reaction product. The product is: [ClH:25].[N+:1]([O:4][CH2:5][CH2:6][CH2:7][CH2:8][O:9][C:10](=[O:23])[C@@H:11]1[CH2:15][CH2:14][CH2:13][NH:12]1)([O-:3])=[O:2].